This data is from Forward reaction prediction with 1.9M reactions from USPTO patents (1976-2016). The task is: Predict the product of the given reaction. (1) The product is: [CH3:27][CH:28]1[CH2:33][CH2:32][CH2:31][CH2:30][N:29]1[C:34]1[CH:42]=[CH:41][C:37]([C:38]2[O:14][N:13]=[C:11]([C:8]3[CH:7]=[CH:6][C:5]([S:2]([NH2:1])(=[O:4])=[O:3])=[CH:10][CH:9]=3)[N:12]=2)=[CH:36][C:35]=1[NH:43][S:44]([CH3:47])(=[O:45])=[O:46]. Given the reactants [NH2:1][S:2]([C:5]1[CH:10]=[CH:9][C:8]([C:11](=[N:13][OH:14])[NH2:12])=[CH:7][CH:6]=1)(=[O:4])=[O:3].C(C1C=CC(S(N)(=O)=O)=CC=1)#N.[CH3:27][CH:28]1[CH2:33][CH2:32][CH2:31][CH2:30][N:29]1[C:34]1[CH:42]=[CH:41][C:37]([C:38](O)=O)=[CH:36][C:35]=1[NH:43][S:44]([CH3:47])(=[O:46])=[O:45], predict the reaction product. (2) The product is: [C:22]([NH:26][C:17]1[N:16]=[CH:15][C:12]2[CH2:13][CH2:14][CH:8]3[CH2:7][CH2:6][CH:5]([C:3]([O:2][CH3:1])=[O:4])[CH2:21][N:9]3[C:10](=[O:20])[C:11]=2[CH:18]=1)([CH3:25])([CH3:24])[CH3:23]. Given the reactants [CH3:1][O:2][C:3]([CH:5]1[CH2:21][N:9]2[C:10](=[O:20])[C:11]3[CH:18]=[CH:17][N+:16]([O-])=[CH:15][C:12]=3[CH2:13][CH2:14][CH:8]2[CH2:7][CH2:6]1)=[O:4].[C:22]([NH2:26])([CH3:25])([CH3:24])[CH3:23].CC1C=CC(S(OS(C2C=CC(C)=CC=2)(=O)=O)(=O)=O)=CC=1.CCCCCC, predict the reaction product. (3) The product is: [O:1]1[CH2:5][CH2:4][CH2:3][C@@H:2]1[C@H:6]([NH2:9])[CH2:7][CH3:8]. Given the reactants [O:1]1[CH2:5][CH2:4][CH2:3][C@@H:2]1[C@H:6]([NH:9]C(=O)OC(C)(C)C)[CH2:7][CH3:8].Cl, predict the reaction product. (4) The product is: [F:29][C:2]([F:1])([F:28])[O:3][C:4]1[CH:9]=[CH:8][C:7]([C:10]2[CH:11]=[CH:12][C:13]3[O:17][N:16]=[C:15]([O:18][CH2:19][C:20]([OH:22])=[O:21])[C:14]=3[CH:27]=2)=[CH:6][CH:5]=1. Given the reactants [F:1][C:2]([F:29])([F:28])[O:3][C:4]1[CH:9]=[CH:8][C:7]([C:10]2[CH:11]=[CH:12][C:13]3[O:17][N:16]=[C:15]([O:18][CH2:19][C:20]([O:22]C(C)(C)C)=[O:21])[C:14]=3[CH:27]=2)=[CH:6][CH:5]=1.FC(F)(F)C(O)=O, predict the reaction product. (5) Given the reactants C(OC(C1C=C(OCC2C=CC=CC=2)C2C(=C(Br)C=CC=2)N=1)=O)C1C=CC=CC=1.[CH3:30][O:31][C:32](=[O:49])[C:33]([NH:38][C:39]1[CH:44]=[CH:43][C:42]([Br:45])=[CH:41][C:40]=1[N+:46]([O-])=O)=[CH:34][C:35]([O-:37])=O, predict the reaction product. The product is: [CH3:30][O:31][C:32]([C:33]1[CH:34]=[C:35]([OH:37])[C:44]2[C:39](=[C:40]([NH2:46])[CH:41]=[C:42]([Br:45])[CH:43]=2)[N:38]=1)=[O:49].